This data is from Reaction yield outcomes from USPTO patents with 853,638 reactions. The task is: Predict the reaction yield, written as a fraction of the theoretical maximum amount of product (1.0 means a 100% yield; for example, 0.34 means a 34% yield). (1) The reactants are [Cl:1][C:2]1[CH:38]=[CH:37][C:5]([O:6][CH2:7][C:8]([N:10]2[CH2:15][CH2:14][N:13]([C:16]3[C:17]4[CH:29]=[C:28]([C:30]5[CH:35]=[CH:34][C:33]([F:36])=[CH:32][CH:31]=5)[S:27][C:18]=4[N:19]=[C:20]([C:22]([O:24]CC)=O)[N:21]=3)[CH2:12][CH2:11]2)=[O:9])=[CH:4][CH:3]=1.[NH3:39]. The catalyst is CO. The product is [Cl:1][C:2]1[CH:3]=[CH:4][C:5]([O:6][CH2:7][C:8]([N:10]2[CH2:15][CH2:14][N:13]([C:16]3[C:17]4[CH:29]=[C:28]([C:30]5[CH:35]=[CH:34][C:33]([F:36])=[CH:32][CH:31]=5)[S:27][C:18]=4[N:19]=[C:20]([C:22]([NH2:39])=[O:24])[N:21]=3)[CH2:12][CH2:11]2)=[O:9])=[CH:37][CH:38]=1. The yield is 0.660. (2) The reactants are Br[C:2]1[CH:3]=[CH:4][C:5]([N+:8]([O-:10])=[O:9])=[N:6][CH:7]=1.C([O-])([O-])=O.[K+].[K+].[N:17]1([C:23]([O:25][C:26]([CH3:29])([CH3:28])[CH3:27])=[O:24])[CH2:22][CH2:21][NH:20][CH2:19][CH2:18]1.O. The catalyst is CS(C)=O.C(Cl)Cl.CC(=O)OCC. The product is [N+:8]([C:5]1[N:6]=[CH:7][C:2]([N:20]2[CH2:19][CH2:18][N:17]([C:23]([O:25][C:26]([CH3:29])([CH3:28])[CH3:27])=[O:24])[CH2:22][CH2:21]2)=[CH:3][CH:4]=1)([O-:10])=[O:9]. The yield is 0.370. (3) The reactants are [CH3:1][O:2][C:3](=[O:12])[CH:4]([OH:11])[C:5]1[S:6][C:7]([CH3:10])=[CH:8][CH:9]=1.C(N(C(C)C)C(C)C)C.[CH3:22][S:23](Cl)(=[O:25])=[O:24]. The catalyst is C(Cl)Cl. The product is [CH3:1][O:2][C:3](=[O:12])[CH:4]([O:11][S:23]([CH3:22])(=[O:25])=[O:24])[C:5]1[S:6][C:7]([CH3:10])=[CH:8][CH:9]=1. The yield is 0.800. (4) The reactants are Cl.[C:2]([O:5][CH2:6][CH2:7][N:8]([CH2:20][C:21]1[CH:26]=[CH:25][C:24]([CH2:27][NH2:28])=[CH:23][CH:22]=1)[CH2:9][CH2:10][CH2:11][CH2:12][N:13]([CH2:17][CH2:18][CH3:19])[CH2:14][CH2:15][CH3:16])(=[O:4])[CH3:3].[OH-].[Na+]. The catalyst is O. The product is [C:2]([O:5][CH2:6][CH2:7][N:8]([CH2:20][C:21]1[CH:26]=[CH:25][C:24]([CH2:27][NH2:28])=[CH:23][CH:22]=1)[CH2:9][CH2:10][CH2:11][CH2:12][N:13]([CH2:14][CH2:15][CH3:16])[CH2:17][CH2:18][CH3:19])(=[O:4])[CH3:3]. The yield is 0.990. (5) The reactants are Cl[C:2]1[N:7]=[C:6]([NH:8][C:9]2[CH:18]=[CH:17][CH:16]=[CH:15][C:10]=2[C:11]([NH:13][CH3:14])=[O:12])[C:5]([Cl:19])=[CH:4][N:3]=1.[NH2:20][C:21]1[C:26]2[CH2:27][CH2:28][O:29][C:30](=[O:33])[N:31]([CH3:32])[C:25]=2[CH:24]=[CH:23][C:22]=1[O:34][CH3:35]. No catalyst specified. The product is [Cl:19][C:5]1[C:6]([NH:8][C:9]2[CH:18]=[CH:17][CH:16]=[CH:15][C:10]=2[C:11]([NH:13][CH3:14])=[O:12])=[N:7][C:2]([NH:20][C:21]2[C:26]3[CH2:27][CH2:28][O:29][C:30](=[O:33])[N:31]([CH3:32])[C:25]=3[CH:24]=[CH:23][C:22]=2[O:34][CH3:35])=[N:3][CH:4]=1. The yield is 0.0400. (6) The reactants are [NH2:1][CH:2]1[C:10]2[C:9]([OH:11])=[CH:8][CH:7]=[CH:6][C:5]=2[CH2:4][CH2:3]1.[CH2:12]([O:14]C=O)C. No catalyst specified. The product is [OH:11][C:9]1[CH:8]=[CH:7][CH:6]=[C:5]2[C:10]=1[CH:2]([NH:1][CH:12]=[O:14])[CH2:3][CH2:4]2. The yield is 0.930. (7) The yield is 0.720. The reactants are [CH3:1][C:2]1[CH:3]=[C:4]([CH:7]=[CH:8][CH:9]=1)[CH:5]=O.[CH3:10][C:11]([CH3:13])=[O:12].[OH-].[Na+].O. The catalyst is C(O)C. The product is [CH3:1][C:2]1[CH:3]=[C:4]([CH:5]=[CH:10][C:11](=[O:12])[CH:13]=[CH:1][C:2]2[CH:9]=[CH:8][CH:7]=[C:4]([CH3:5])[CH:3]=2)[CH:7]=[CH:8][CH:9]=1.